From a dataset of Experimentally validated miRNA-target interactions with 360,000+ pairs, plus equal number of negative samples. Binary Classification. Given a miRNA mature sequence and a target amino acid sequence, predict their likelihood of interaction. (1) The miRNA is mmu-miR-129-2-3p with sequence AAGCCCUUACCCCAAAAAGCAU. The protein sequence of the target gene is MQTSDRDLSGPEASPSGMPEVLSECPPAPTKSAAFDLFNLVLSYKRLEIYLEPLKDAGDGVRYLLRWQMPLCSLLTCLGLNILFLTLNEGAWYSMGALMISVPALLGYLQEVCRGQLPESELMRRKYHSIRQEDLQRVRLSRVHLSRPEAVAEVKSFLIQLEAFLARLCYTCESAYRVLHWENPVVSSQFYGALLGMVCMLYLLPLCWVLALLNSTLFLGNGDFFRVVCEYRACLQRRMNPRQEECACESSALQGAGGRGLLDSSPAPTPTEDLTPGSVEEAEEAEPDEEFKDAIEETHL.... Result: 1 (interaction). (2) The miRNA is hsa-miR-552-5p with sequence GUUUAACCUUUUGCCUGUUGG. The protein sequence of the target gene is MSNPSAPPPYEDHNPLYPGSPPPGGYGQPSVLPGGYPAYPAYPQPGYGHPAGYPQPVPPVHPMPMNYGHDYNEEERAGSDSFRPGEWDDRKVRHSFIQKVYCIISVQLLITVAIIAIFTFVEPVGKYVRNNVAVYYVSYAVFLVTYLTLACCQGPRRRFPWDIILLTIFTLALGFVTGTISSMYENKAVIIAMIITAVVSISVTIFCFQTKVDFTSCTGLFCVLGIVLMVTGIVTSIVLIFKYIYWLHMVYAALGAICFTLFLAYDTQLVLGNRKHTISPEDYITGALQIYTDIVYIFTF.... Result: 0 (no interaction). (3) The miRNA is hsa-miR-1272 with sequence GAUGAUGAUGGCAGCAAAUUCUGAAA. The protein sequence of the target gene is MATATIALQVNGQQGGGSEPAAAAAVVAAGDKWKPPQGTDSIKMENGQSTAAKLGLPPLTPEQQEALQKAKKYAMEQSIKSVLVKQTIAHQQQQLTNLQMAAVTMGFGDPLSPLQSMAAQRQRALAIMCRVYVGSIYYELGEDTIRQAFAPFGPIKSIDMSWDSVTMKHKGFAFVEYEVPEAAQLALEQMNSVMLGGRNIKVGRPSNIGQAQPIIDQLAEEARAFNRIYVASVHQDLSDDDIKSVFEAFGKIKSCTLARDPTTGKHKGYGFIEYEKAQSSQDAVSSMNLFDLGGQYLRVG.... Result: 0 (no interaction). (4) The miRNA is hsa-miR-1913 with sequence UCUGCCCCCUCCGCUGCUGCCA. The protein sequence of the target gene is MTTTVATDYDNIEIQQQYSDVNNRWDVDDWDNENSSARLFERSRIKALADEREAVQKKTFTKWVNSHLARVSCRITDLYTDLRDGRMLIKLLEVLSGERLPKPTKGRMRIHCLENVDKALQFLKEQRVHLENMGSHDIVDGNHRLTLGLIWTIILRFQIQDISVETEDNKEKKSAKDALLLWCQMKTAGYPNVNIHNFTTSWRDGMAFNALIHKHRPDLIDFDKLKKSNAHYNLQNAFNLAEQHLGLTKLLDPEDISVDHPDEKSIITYVVTYYHYFSKMKALAVEGKRIGKVLDNAIET.... Result: 0 (no interaction). (5) The protein sequence of the target gene is MVSRCSCLGVQCLLLSLLLLAAWEVGSGQLHYSVYEEARHGTFVGRIAQDLGLELAELVQRLFRVASKRHGDLLEVNLQNGILFVNSRIDREELCGRSVECSIHLEVIVDRPLQVFHVDVEVKDINDNPPRFSVTEQKLSIPESRLLDSRFPLEGASDADVGENALLTYKLSPNEYFVLDIINKKDKDKFPVLVLRKLLDREENPQLKLLLTATDGGKPEFTGSVSLLILVLDANDNAPIFDRPVYEVKMYENQVNQTLVIRLNASDSDEGINKEMMYSFSSLVPPTIRRKFWINERTGE.... The miRNA is hsa-miR-4737 with sequence AUGCGAGGAUGCUGACAGUG. Result: 0 (no interaction). (6) The miRNA is hsa-miR-26b-5p with sequence UUCAAGUAAUUCAGGAUAGGU. The protein sequence of the target gene is MASRCWRWWGWSAWPRTRLPPAGSTPSFCHHFSTQEKTPQICVVGSGPAGFYTAQHLLKHPQAHVDIYEKQPVPFGLVRFGVAPDHPEVKNVINTFTQTAHSGRCAFWGNVEVGRDVTVPELREAYHAVVLSYGAEDHRALEIPGEELPGVCSARAFVGWYNGLPENQELEPDLSCDTAVILGQGNVALDVARILLTPPEHLERTDITKAALGVLRQSRVKTVWLVGRRGPLQVAFTIKELREMIQLPGARPILDPVDFLGLQDKIKEVPRPRKRLTELLLRTATEKPGPAEAARQASAS.... Result: 1 (interaction).